This data is from Catalyst prediction with 721,799 reactions and 888 catalyst types from USPTO. The task is: Predict which catalyst facilitates the given reaction. (1) Reactant: [Cl:1][C:2]1[CH:7]=[C:6]([C:8]([F:11])([F:10])[F:9])[CH:5]=[C:4]([N+:12]([O-])=O)[C:3]=1F.C([O-])([O-])=O.[K+].[K+].[CH3:22][N:23]([CH3:29])[CH2:24][CH2:25][CH2:26][NH:27][CH3:28]. Product: [Cl:1][C:2]1[CH:7]=[C:6]([C:8]([F:11])([F:10])[F:9])[CH:5]=[C:4]([NH2:12])[C:3]=1[N:27]([CH2:26][CH2:25][CH2:24][N:23]([CH3:29])[CH3:22])[CH3:28]. The catalyst class is: 1. (2) Reactant: [Br:1][C:2]1[C:3]([O:8][C:9]2[CH:15]=[CH:14][C:12]([NH2:13])=[CH:11][CH:10]=2)=[N:4][CH:5]=[CH:6][CH:7]=1.F[C:17]1[CH:22]=[CH:21][C:20]([CH3:23])=[CH:19][N:18]=1. Product: [Br:1][C:2]1[C:3]([O:8][C:9]2[CH:15]=[CH:14][C:12]([NH:13][C:17]3[CH:22]=[CH:21][C:20]([CH3:23])=[CH:19][N:18]=3)=[CH:11][CH:10]=2)=[N:4][CH:5]=[CH:6][CH:7]=1. The catalyst class is: 179. (3) Reactant: Br[CH2:2][CH2:3][O:4][Si:5]([C:8]([CH3:11])([CH3:10])[CH3:9])([CH3:7])[CH3:6].C(=O)([O-])[O-].[K+].[K+].[CH:18]1([C:21]2[CH:22]=[C:23]([NH2:37])[CH:24]=[C:25]3[C:29]=2[N:28]([C:30]2[CH:31]=[N:32][C:33]([CH3:36])=[CH:34][CH:35]=2)[CH:27]=[CH:26]3)[CH2:20][CH2:19]1. Product: [Si:5]([O:4][CH2:3][CH2:2][NH:37][C:23]1[CH:24]=[C:25]2[C:29](=[C:21]([CH:18]3[CH2:19][CH2:20]3)[CH:22]=1)[N:28]([C:30]1[CH:31]=[N:32][C:33]([CH3:36])=[CH:34][CH:35]=1)[CH:27]=[CH:26]2)([C:8]([CH3:11])([CH3:10])[CH3:9])([CH3:7])[CH3:6]. The catalyst class is: 10. (4) Reactant: [CH3:1][C:2]1[O:6][C:5]([C:7]2[CH:12]=[CH:11][C:10]([O:13][CH2:14][C:15]3[CH:20]=[CH:19][CH:18]=[CH:17][N:16]=3)=[CH:9][CH:8]=2)=[N:4][C:3]=1[CH2:21][CH2:22][OH:23].C(N(CC)CC)C.[CH3:31][S:32](Cl)(=[O:34])=[O:33]. Product: [CH3:1][C:2]1[O:6][C:5]([C:7]2[CH:12]=[CH:11][C:10]([O:13][CH2:14][C:15]3[CH:20]=[CH:19][CH:18]=[CH:17][N:16]=3)=[CH:9][CH:8]=2)=[N:4][C:3]=1[CH2:21][CH2:22][O:23][S:32]([CH3:31])(=[O:34])=[O:33]. The catalyst class is: 2. (5) Reactant: [CH3:1][C:2]1[CH:3]=[CH:4][C:5]2[C:6]([N:28]=1)=[N:7][N:8]1[C:13](=[O:14])[CH:12]=[C:11]([CH:15]3[CH2:20][CH2:19][N:18](C(OC(C)(C)C)=O)[CH2:17][CH2:16]3)[NH:10][C:9]=21.[ClH:29]. Product: [ClH:29].[CH3:1][C:2]1[CH:3]=[CH:4][C:5]2[C:6]([N:28]=1)=[N:7][N:10]1[C:11]([CH:15]3[CH2:20][CH2:19][NH:18][CH2:17][CH2:16]3)=[CH:12][C:13](=[O:14])[NH:8][C:9]=21. The catalyst class is: 71. (6) Reactant: [H-].[Na+].[O:3]1[CH2:7][CH2:6][CH:5]([OH:8])[CH2:4]1.[Cl:9][C:10]1[C:19]2[C:14](=[CH:15][C:16](F)=[C:17]([O:20][CH2:21][CH2:22][O:23][CH3:24])[CH:18]=2)[CH:13]=[C:12]([NH:26][C:27]2[CH:31]=[C:30]([CH3:32])[NH:29][N:28]=2)[N:11]=1.O. Product: [Cl:9][C:10]1[C:19]2[C:14](=[CH:15][C:16]([O:8][CH:5]3[CH2:6][CH2:7][O:3][CH2:4]3)=[C:17]([O:20][CH2:21][CH2:22][O:23][CH3:24])[CH:18]=2)[CH:13]=[C:12]([NH:26][C:27]2[CH:31]=[C:30]([CH3:32])[NH:29][N:28]=2)[N:11]=1. The catalyst class is: 3. (7) Reactant: [F:1][C:2]1[CH:3]=[CH:4][CH:5]=[C:6]2[C:11]=1[CH:10]=[C:9]([OH:12])[CH:8]=[CH:7]2.C1(C)C=CC=CC=1.[O-]P([O-])([O-])=O.[K+].[K+].[K+].[S:28](O[S:28]([C:31]([F:34])([F:33])[F:32])(=[O:30])=[O:29])([C:31]([F:34])([F:33])[F:32])(=[O:30])=[O:29]. Product: [F:32][C:31]([F:34])([F:33])[S:28]([O:12][C:9]1[CH:8]=[CH:7][C:6]2[C:11](=[C:2]([F:1])[CH:3]=[CH:4][CH:5]=2)[CH:10]=1)(=[O:30])=[O:29]. The catalyst class is: 6.